From a dataset of NCI-60 drug combinations with 297,098 pairs across 59 cell lines. Regression. Given two drug SMILES strings and cell line genomic features, predict the synergy score measuring deviation from expected non-interaction effect. (1) Drug 1: CS(=O)(=O)C1=CC(=C(C=C1)C(=O)NC2=CC(=C(C=C2)Cl)C3=CC=CC=N3)Cl. Drug 2: C1CC(C1)(C(=O)O)C(=O)O.[NH2-].[NH2-].[Pt+2]. Cell line: LOX IMVI. Synergy scores: CSS=67.0, Synergy_ZIP=11.8, Synergy_Bliss=16.3, Synergy_Loewe=15.4, Synergy_HSA=19.3. (2) Drug 1: CC1=C2C(C(=O)C3(C(CC4C(C3C(C(C2(C)C)(CC1OC(=O)C(C(C5=CC=CC=C5)NC(=O)OC(C)(C)C)O)O)OC(=O)C6=CC=CC=C6)(CO4)OC(=O)C)OC)C)OC. Drug 2: CC(C)CN1C=NC2=C1C3=CC=CC=C3N=C2N. Cell line: PC-3. Synergy scores: CSS=51.1, Synergy_ZIP=12.0, Synergy_Bliss=14.0, Synergy_Loewe=-17.8, Synergy_HSA=14.2. (3) Drug 1: C1=NC2=C(N1)C(=S)N=C(N2)N. Drug 2: CC1CCC2CC(C(=CC=CC=CC(CC(C(=O)C(C(C(=CC(C(=O)CC(OC(=O)C3CCCCN3C(=O)C(=O)C1(O2)O)C(C)CC4CCC(C(C4)OC)OCCO)C)C)O)OC)C)C)C)OC. Cell line: MDA-MB-435. Synergy scores: CSS=16.4, Synergy_ZIP=-6.53, Synergy_Bliss=-2.03, Synergy_Loewe=-4.82, Synergy_HSA=-1.01. (4) Drug 1: CN1C(=O)N2C=NC(=C2N=N1)C(=O)N. Drug 2: CCC1(CC2CC(C3=C(CCN(C2)C1)C4=CC=CC=C4N3)(C5=C(C=C6C(=C5)C78CCN9C7C(C=CC9)(C(C(C8N6C)(C(=O)OC)O)OC(=O)C)CC)OC)C(=O)OC)O.OS(=O)(=O)O. Cell line: OVCAR-8. Synergy scores: CSS=-0.0635, Synergy_ZIP=3.36, Synergy_Bliss=6.09, Synergy_Loewe=-1.04, Synergy_HSA=0.972. (5) Drug 1: C1C(C(OC1N2C=NC3=C(N=C(N=C32)Cl)N)CO)O. Drug 2: CC1=C(C(CCC1)(C)C)C=CC(=CC=CC(=CC(=O)O)C)C. Cell line: EKVX. Synergy scores: CSS=3.87, Synergy_ZIP=-5.35, Synergy_Bliss=-2.63, Synergy_Loewe=-3.03, Synergy_HSA=-1.44.